This data is from CYP3A4 inhibition data for predicting drug metabolism from PubChem BioAssay. The task is: Regression/Classification. Given a drug SMILES string, predict its absorption, distribution, metabolism, or excretion properties. Task type varies by dataset: regression for continuous measurements (e.g., permeability, clearance, half-life) or binary classification for categorical outcomes (e.g., BBB penetration, CYP inhibition). Dataset: cyp3a4_veith. (1) The compound is COC(=O)[C@@]1(Cc2ccc(OC)cc2)[C@H]2c3cc(C(=O)N(C)C)n(Cc4c(CO)[nH]cc(C)c4=O)c3C[C@H]2CN1C(=O)c1ccccc1. The result is 1 (inhibitor). (2) The molecule is CN(C(=O)c1c(O)c2ccccc2n(C)c1=O)c1ccccc1. The result is 0 (non-inhibitor). (3) The molecule is NCC[C@@H](N)CSP(=O)(O)O. The result is 0 (non-inhibitor). (4) The compound is CCCCCCCCn1cc(C(C)=O)c(=O)[nH]c1=O. The result is 0 (non-inhibitor). (5) The molecule is CC(C)(C)c1ccc(O)c(CN(Cc2cc(C(C)(C)C)ccc2O)c2ccccc2)c1. The result is 0 (non-inhibitor). (6) The molecule is COc1ccc(/C=C/C(=O)NCc2cn(C)nc2C)cc1COc1ccc(Br)cc1. The result is 1 (inhibitor).